From a dataset of Full USPTO retrosynthesis dataset with 1.9M reactions from patents (1976-2016). Predict the reactants needed to synthesize the given product. Given the product [C:29]([C:27]1[O:26][N:25]=[C:24]([C:21]([OH:23])([CH3:22])[C:20]#[C:19][C:18]2[C:2]([F:1])=[CH:3][C:4]3[O:10][CH2:9][CH2:8][N:7]4[CH:11]=[C:12]([C:14]([NH2:16])=[O:15])[N:13]=[C:6]4[C:5]=3[CH:17]=2)[CH:28]=1)#[CH:31], predict the reactants needed to synthesize it. The reactants are: [F:1][C:2]1[C:18]([C:19]#[C:20][C:21]([C:24]2[CH:28]=[C:27]([CH:29]=O)[O:26][N:25]=2)([OH:23])[CH3:22])=[CH:17][C:5]2[C:6]3[N:7]([CH:11]=[C:12]([C:14]([NH2:16])=[O:15])[N:13]=3)[CH2:8][CH2:9][O:10][C:4]=2[CH:3]=1.[C:31](=O)([O-])[O-].[K+].[K+].